Predict the reactants needed to synthesize the given product. From a dataset of Full USPTO retrosynthesis dataset with 1.9M reactions from patents (1976-2016). (1) Given the product [NH2:8][C@@H:7]1[CH2:6][CH2:5][N:4]([C:17]([O:19][C:20]([CH3:23])([CH3:22])[CH3:21])=[O:18])[CH2:3][C:2]1([CH3:24])[CH3:1], predict the reactants needed to synthesize it. The reactants are: [CH3:1][C:2]1([CH3:24])[C@H:7]([NH:8][C@@H](C2C=CC=CC=2)C)[CH2:6][CH2:5][N:4]([C:17]([O:19][C:20]([CH3:23])([CH3:22])[CH3:21])=[O:18])[CH2:3]1.[H][H]. (2) Given the product [CH:26]1([N:30]2[CH2:24][CH:3]([CH2:4][C:5]3[N:17]=[C:16]4[N:7]([C:8]([NH2:23])=[N:9][C:10]5[C:15]4=[CH:14][CH:13]=[C:12]4[O:18][C:19]([F:22])([F:21])[O:20][C:11]=54)[N:6]=3)[CH2:2]2)[CH2:29][CH2:28][CH2:27]1, predict the reactants needed to synthesize it. The reactants are: Cl[CH2:2][CH:3]([CH2:24]Cl)[CH2:4][C:5]1[N:17]=[C:16]2[N:7]([C:8]([NH2:23])=[N:9][C:10]3[C:15]2=[CH:14][CH:13]=[C:12]2[O:18][C:19]([F:22])([F:21])[O:20][C:11]=32)[N:6]=1.[CH:26]1([NH2:30])[CH2:29][CH2:28][CH2:27]1.C(N(CC)C(C)C)(C)C. (3) Given the product [CH2:11]([N:18]([CH2:25][C:26]1[CH:45]=[CH:44][C:29]([CH2:30][O:31][C:32]2[CH:37]=[CH:36][C:35]([CH2:38][CH2:39][C:40]([OH:42])=[O:41])=[CH:34][CH:33]=2)=[CH:28][CH:27]=1)[C:19]1[S:20][CH:2]=[C:3]([C:5]2[CH:10]=[CH:9][CH:8]=[CH:7][CH:6]=2)[N:21]=1)[C:12]1[CH:17]=[CH:16][CH:15]=[CH:14][CH:13]=1, predict the reactants needed to synthesize it. The reactants are: Br[CH2:2][C:3]([C:5]1[CH:10]=[CH:9][CH:8]=[CH:7][CH:6]=1)=O.[CH2:11]([NH:18][C:19]([NH2:21])=[S:20])[C:12]1[CH:17]=[CH:16][CH:15]=[CH:14][CH:13]=1.[H-].[Na+].Cl[CH2:25][C:26]1[CH:45]=[CH:44][C:29]([CH2:30][O:31][C:32]2[CH:37]=[CH:36][C:35]([CH2:38][CH2:39][C:40]([O:42]C)=[O:41])=[CH:34][CH:33]=2)=[CH:28][CH:27]=1. (4) Given the product [CH2:19]([N:26]1[CH2:31][CH2:30][N:29]([C:32]([O:34][C:35]([CH3:38])([CH3:37])[CH3:36])=[O:33])[C@H:28](/[CH:39]=[CH:4]/[C:3]2[CH:13]=[CH:14][CH:15]=[CH:16][C:2]=2[F:1])[CH2:27]1)[C:20]1[CH:21]=[CH:22][CH:23]=[CH:24][CH:25]=1, predict the reactants needed to synthesize it. The reactants are: [F:1][C:2]1[CH:16]=[CH:15][CH:14]=[CH:13][C:3]=1[CH2:4]P(=O)(OCC)OCC.[H-].[Na+].[CH2:19]([N:26]1[CH2:31][CH2:30][N:29]([C:32]([O:34][C:35]([CH3:38])([CH3:37])[CH3:36])=[O:33])[C@H:28]([CH:39]=O)[CH2:27]1)[C:20]1[CH:25]=[CH:24][CH:23]=[CH:22][CH:21]=1.C(=O)([O-])O.[Na+]. (5) Given the product [C:33]([NH:35][C:36]([NH:20][C:19]1[CH:21]=[CH:22][C:16]([O:15][C:6]2[C:5]3[C:10](=[CH:11][C:12]([O:13][CH3:14])=[C:3]([O:2][CH3:1])[CH:4]=3)[N:9]=[CH:8][CH:7]=2)=[C:17]([F:23])[CH:18]=1)=[S:37])(=[O:34])[C:27]1[CH:32]=[CH:31][CH:30]=[CH:29][CH:28]=1, predict the reactants needed to synthesize it. The reactants are: [CH3:1][O:2][C:3]1[CH:4]=[C:5]2[C:10](=[CH:11][C:12]=1[O:13][CH3:14])[N:9]=[CH:8][CH:7]=[C:6]2[O:15][C:16]1[CH:22]=[CH:21][C:19]([NH2:20])=[CH:18][C:17]=1[F:23].C(O)C.[C:27]1([C:33]([N:35]=[C:36]=[S:37])=[O:34])[CH:32]=[CH:31][CH:30]=[CH:29][CH:28]=1. (6) Given the product [Cl:1][C:2]1[CH:3]=[CH:4][C:5]([S:25]([CH2:28][CH3:29])(=[O:26])=[O:27])=[C:6]([CH2:8][NH:9][C:10]([C:11]2[CH:16]=[C:15]([C:17]([F:20])([F:18])[F:19])[C:14]([CH2:21][N:41]3[CH2:42][CH2:43][CH2:44][C@H:39]([N:31]([CH3:30])[C:32](=[O:38])[O:33][C:34]([CH3:37])([CH3:35])[CH3:36])[CH2:40]3)=[C:13]([CH3:23])[CH:12]=2)=[O:24])[CH:7]=1, predict the reactants needed to synthesize it. The reactants are: [Cl:1][C:2]1[CH:3]=[CH:4][C:5]([S:25]([CH2:28][CH3:29])(=[O:27])=[O:26])=[C:6]([CH2:8][NH:9][C:10](=[O:24])[C:11]2[CH:16]=[C:15]([C:17]([F:20])([F:19])[F:18])[C:14]([CH:21]=O)=[C:13]([CH3:23])[CH:12]=2)[CH:7]=1.[CH3:30][N:31]([C@H:39]1[CH2:44][CH2:43][CH2:42][NH:41][CH2:40]1)[C:32](=[O:38])[O:33][C:34]([CH3:37])([CH3:36])[CH3:35].